From a dataset of Forward reaction prediction with 1.9M reactions from USPTO patents (1976-2016). Predict the product of the given reaction. The product is: [CH2:14]([O:21][CH2:22][N:23]1[N:27]=[N:26][C:25]([C:11]2([CH:12]=[O:13])[CH:10]=[C:9]3[C:4]([CH:5]=[CH:6][CH:7]=[CH:8]3)=[N:3][CH2:2]2)=[N:24]1)[C:15]1[CH:16]=[CH:17][CH:18]=[CH:19][CH:20]=1. Given the reactants Cl[C:2]1[C:11]([CH:12]=[O:13])=[CH:10][C:9]2[C:4](=[CH:5][CH:6]=[CH:7][CH:8]=2)[N:3]=1.[CH2:14]([O:21][CH2:22][N:23]1[N:27]=[N:26][C:25]([Sn](CCCC)(CCCC)CCCC)=[N:24]1)[C:15]1[CH:20]=[CH:19][CH:18]=[CH:17][CH:16]=1.[F-].[K+], predict the reaction product.